The task is: Predict the reaction yield, written as a fraction of the theoretical maximum amount of product (1.0 means a 100% yield; for example, 0.34 means a 34% yield).. This data is from Reaction yield outcomes from USPTO patents with 853,638 reactions. The reactants are [F:1][C:2]1[CH:3]=[C:4]([C:8]2[S:9][C:10]([NH:13][C:14](=[O:20])[O:15][C:16]([CH3:19])([CH3:18])[CH3:17])=[CH:11][N:12]=2)[CH:5]=[N:6][CH:7]=1.[I:21]N1C(=O)CCC1=O. The catalyst is C(#N)C.C(OCC)(=O)C.O. The product is [F:1][C:2]1[CH:3]=[C:4]([C:8]2[S:9][C:10]([NH:13][C:14](=[O:20])[O:15][C:16]([CH3:17])([CH3:19])[CH3:18])=[C:11]([I:21])[N:12]=2)[CH:5]=[N:6][CH:7]=1. The yield is 0.840.